This data is from Forward reaction prediction with 1.9M reactions from USPTO patents (1976-2016). The task is: Predict the product of the given reaction. Given the reactants [SH:1][CH2:2][CH2:3][N:4]([CH2:19][CH2:20][C:21]1[CH:26]=[CH:25][CH:24]=[CH:23][CH:22]=1)[C:5](=[O:18])[NH:6][C@@H:7]([CH2:11][C:12]1[CH:17]=[CH:16][CH:15]=[CH:14][CH:13]=1)[C:8]([OH:10])=[O:9].C(N(CC)C(C)C)(C)C.[CH2:36]([O:43][C:44](Cl)=[O:45])[C:37]1[CH:42]=[CH:41][CH:40]=[CH:39][CH:38]=1, predict the reaction product. The product is: [CH2:36]([O:43][C:44]([S:1][CH2:2][CH2:3][N:4]([CH2:19][CH2:20][C:21]1[CH:22]=[CH:23][CH:24]=[CH:25][CH:26]=1)[C:5](=[O:18])[NH:6][C@@H:7]([CH2:11][C:12]1[CH:13]=[CH:14][CH:15]=[CH:16][CH:17]=1)[C:8]([OH:10])=[O:9])=[O:45])[C:37]1[CH:42]=[CH:41][CH:40]=[CH:39][CH:38]=1.